From a dataset of Forward reaction prediction with 1.9M reactions from USPTO patents (1976-2016). Predict the product of the given reaction. (1) Given the reactants [OH:1][CH2:2][CH2:3][CH2:4][O:5][C@H:6]1[CH2:11][CH2:10][C@H:9]([N:12]2[C:17](=[O:18])[C:16]([CH2:19][C:20]3[CH:25]=[CH:24][C:23]([C:26]4[C:27]([C:32]#[N:33])=[CH:28][CH:29]=[CH:30][CH:31]=4)=[CH:22][CH:21]=3)=[C:15]([CH2:34][CH2:35][CH3:36])[N:14]3[N:37]=[CH:38][N:39]=[C:13]23)[CH2:8][CH2:7]1.FC(F)(F)S(O[Si](C(C)(C)C)(C)C)(=O)=O.[N:55]1C(C)=CC=CC=1C.[Cl-].O[NH3+].[C:66](=[O:69])([O-])[OH:67].[Na+], predict the reaction product. The product is: [OH:1][CH2:2][CH2:3][CH2:4][O:5][C@H:6]1[CH2:11][CH2:10][C@H:9]([N:12]2[C:17](=[O:18])[C:16]([CH2:19][C:20]3[CH:21]=[CH:22][C:23]([C:26]4[CH:31]=[CH:30][CH:29]=[CH:28][C:27]=4[C:32]4[NH:55][C:66](=[O:69])[O:67][N:33]=4)=[CH:24][CH:25]=3)=[C:15]([CH2:34][CH2:35][CH3:36])[N:14]3[N:37]=[CH:38][N:39]=[C:13]23)[CH2:8][CH2:7]1. (2) Given the reactants [NH:1]1[CH2:6][CH2:5][O:4][CH2:3][CH2:2]1.[CH3:7][C:8]1[N:13]=[CH:12][C:11]([CH2:14]OS(C)(=O)=O)=[CH:10][CH:9]=1, predict the reaction product. The product is: [CH3:7][C:8]1[N:13]=[CH:12][C:11]([CH2:14][N:1]2[CH2:6][CH2:5][O:4][CH2:3][CH2:2]2)=[CH:10][CH:9]=1. (3) Given the reactants [O:1]1[CH2:5][CH2:4][O:3][CH:2]1C1C=C(Br)C=CC=1OC.[NH:15]1[CH2:20][CH2:19][O:18][CH2:17][CH2:16]1.C[C:22]([O-:25])(C)C.[Na+].[C:41]1(C)[CH:46]=[CH:45][CH:44]=[CH:43][C:42]=1P([C:41]1[CH:46]=[CH:45][CH:44]=[CH:43][C:42]=1C)[C:41]1[CH:46]=[CH:45][CH:44]=[CH:43][C:42]=1C, predict the reaction product. The product is: [O:1]1[CH2:5][CH2:4][O:3][CH:2]1[CH:17]1[O:18][CH2:19][CH2:20][N:15]([C:42]2[CH:43]=[CH:44][CH:45]=[CH:46][C:41]=2[O:25][CH3:22])[CH2:16]1. (4) Given the reactants [NH2:1][C:2]1[C:9]([F:10])=[CH:8][C:5]([C:6]#[N:7])=[C:4]([F:11])[CH:3]=1, predict the reaction product. The product is: [NH2:1][C:2]1[C:9]([F:10])=[CH:8][C:5]([CH2:6][NH2:7])=[C:4]([F:11])[CH:3]=1. (5) Given the reactants [Cl:1][C:2]1[CH:7]=[C:6]([F:8])[C:5]([CH2:9][OH:10])=[CH:4][C:3]=1[S:11]([NH2:14])(=[O:13])=[O:12], predict the reaction product. The product is: [Cl:1][C:2]1[CH:7]=[C:6]([F:8])[C:5]([CH:9]=[O:10])=[CH:4][C:3]=1[S:11]([NH2:14])(=[O:12])=[O:13]. (6) Given the reactants C(OC(=O)[NH:10][C@@H:11]([CH3:35])[CH2:12][N:13]1[C:21]2[C:16](=[CH:17][CH:18]=[C:19]3[O:24][C:23]([CH2:25][NH:26][C:27]([C:29]4[CH:30]=[N:31][CH:32]=[CH:33][CH:34]=4)=[O:28])=[CH:22][C:20]3=2)[CH:15]=[N:14]1)C1C=CC=CC=1, predict the reaction product. The product is: [NH2:10][C@@H:11]([CH3:35])[CH2:12][N:13]1[C:21]2[C:16](=[CH:17][CH:18]=[C:19]3[O:24][C:23]([CH2:25][NH:26][C:27](=[O:28])[C:29]4[CH:34]=[CH:33][CH:32]=[N:31][CH:30]=4)=[CH:22][C:20]3=2)[CH:15]=[N:14]1.